From a dataset of Full USPTO retrosynthesis dataset with 1.9M reactions from patents (1976-2016). Predict the reactants needed to synthesize the given product. Given the product [Br:1][C:2]1[CH:7]=[N:6][C:5]2[C:8]3[C:9]([F:18])=[CH:10][C:11]([C:12]([O:14][CH3:15])=[O:13])=[CH:16][C:17]=3[NH:19][C:4]=2[CH:3]=1, predict the reactants needed to synthesize it. The reactants are: [Br:1][C:2]1[CH:3]=[C:4]([N+:19]([O-])=O)[C:5]([C:8]2[CH:17]=[CH:16][C:11]([C:12]([O:14][CH3:15])=[O:13])=[CH:10][C:9]=2[F:18])=[N:6][CH:7]=1.CCN(CCOC1C=CC(CC2C=CC=CC=2)=CC=1)CC.Cl.